Dataset: Reaction yield outcomes from USPTO patents with 853,638 reactions. Task: Predict the reaction yield, written as a fraction of the theoretical maximum amount of product (1.0 means a 100% yield; for example, 0.34 means a 34% yield). (1) The reactants are C1(C)C=CC(S(N[C@H](C2C=CC=CC=2)[C@@H](C2C=CC=CC=2)N)(=O)=O)=CC=1.C(O)(C)C.CC(C)([O-])C.[K+].[Cl:37][CH2:38][C:39]([C:41]1[CH:46]=[CH:45][CH:44]=[C:43]([N:47]([CH3:49])[CH3:48])[CH:42]=1)=[O:40]. The catalyst is C(O)(C)C. The product is [Cl:37][CH2:38][CH:39]([C:41]1[CH:46]=[CH:45][CH:44]=[C:43]([N:47]([CH3:49])[CH3:48])[CH:42]=1)[OH:40]. The yield is 0.953. (2) The reactants are [CH3:1][O:2][C:3]1[CH:8]=[CH:7][C:6]([C:9]2[S:13][C:12]([NH2:14])=[N:11][CH:10]=2)=[CH:5][CH:4]=1.[N:15]1([C:20](N2C=CN=C2)=[S:21])[CH:19]=[CH:18][N:17]=[CH:16]1. The catalyst is C(#N)C.O1CCCC1. The product is [CH3:1][O:2][C:3]1[CH:4]=[CH:5][C:6]([C:9]2[S:13][C:12]([NH:14][C:20]([N:15]3[CH:19]=[CH:18][N:17]=[CH:16]3)=[S:21])=[N:11][CH:10]=2)=[CH:7][CH:8]=1. The yield is 0.359. (3) The product is [Br:1][C:2]1[CH:3]=[C:4]2[C:9](=[C:10]([CH3:12])[CH:11]=1)[N:8]=[C:7]([C:13]1[CH:14]=[N:15][CH:16]=[CH:17][CH:18]=1)[N:6]=[C:5]2[Cl:24]. The yield is 1.00. The reactants are [Br:1][C:2]1[CH:3]=[C:4]2[C:9](=[C:10]([CH3:12])[CH:11]=1)[N:8]=[C:7]([C:13]1[CH:14]=[N:15][CH:16]=[CH:17][CH:18]=1)[N:6]=[C:5]2O.[NH4+].[OH-].O=P(Cl)(Cl)[Cl:24]. No catalyst specified. (4) The reactants are [CH2:1]([O:3][C:4]1[CH:5]=[C:6]([C@H:12]([NH2:18])[CH2:13][S:14]([CH3:17])(=[O:16])=[O:15])[CH:7]=[CH:8][C:9]=1[O:10][CH3:11])[CH3:2].C[O:20][C:21](=O)[C:22]1[C:27]([NH:28][C:29]([CH:31]2[CH2:33][CH2:32]2)=[O:30])=[CH:26][CH:25]=[C:24]([Br:34])[C:23]=1[CH2:35]Br.C(N(CC)CC)C. The catalyst is CN(C=O)C. The product is [Br:34][C:24]1[CH:25]=[CH:26][C:27]([NH:28][C:29]([CH:31]2[CH2:32][CH2:33]2)=[O:30])=[C:22]2[C:23]=1[CH2:35][N:18]([C@@H:12]([C:6]1[CH:7]=[CH:8][C:9]([O:10][CH3:11])=[C:4]([O:3][CH2:1][CH3:2])[CH:5]=1)[CH2:13][S:14]([CH3:17])(=[O:16])=[O:15])[C:21]2=[O:20]. The yield is 0.740. (5) The reactants are [F:1][C:2]([F:18])([C:14]([F:17])([F:16])[F:15])[CH2:3][O:4][C:5]1[N:10]=[CH:9][C:8]([C:11](=O)[CH3:12])=[CH:7][CH:6]=1.[CH3:19][C:20]([S@:23]([NH2:25])=[O:24])([CH3:22])[CH3:21]. No catalyst specified. The product is [CH3:19][C:20]([S@:23]([NH:25][CH:11]([C:8]1[CH:9]=[N:10][C:5]([O:4][CH2:3][C:2]([F:18])([F:1])[C:14]([F:17])([F:16])[F:15])=[CH:6][CH:7]=1)[CH3:12])=[O:24])([CH3:22])[CH3:21]. The yield is 0.780. (6) The reactants are [F:1][C:2]1[CH:3]=[C:4]([OH:11])[CH:5]=[CH:6][C:7]=1[N+:8]([O-:10])=[O:9].[CH:12]([Si:15](Cl)([CH:19]([CH3:21])[CH3:20])[CH:16]([CH3:18])[CH3:17])([CH3:14])[CH3:13].N1C=CN=C1. The catalyst is ClCCl. The product is [F:1][C:2]1[CH:3]=[C:4]([CH:5]=[CH:6][C:7]=1[N+:8]([O-:10])=[O:9])[O:11][Si:15]([CH:19]([CH3:21])[CH3:20])([CH:16]([CH3:18])[CH3:17])[CH:12]([CH3:14])[CH3:13]. The yield is 0.870.